From a dataset of Full USPTO retrosynthesis dataset with 1.9M reactions from patents (1976-2016). Predict the reactants needed to synthesize the given product. (1) Given the product [CH2:1]([C:3]1[CH:4]=[CH:5][C:6]([O:7][C:8]2[CH:9]=[CH:10][C:11]([CH:14]3[C:19]4=[N:20][S:21](=[O:24])(=[O:25])[CH2:22][CH2:23][N:18]4[CH2:17][CH2:16][CH2:15]3)=[CH:12][CH:13]=2)=[CH:26][CH:27]=1)[CH3:2], predict the reactants needed to synthesize it. The reactants are: [CH2:1]([C:3]1[CH:27]=[CH:26][C:6]([O:7][C:8]2[CH:13]=[CH:12][C:11]([C:14]3[C:19]4=[N:20][S:21](=[O:25])(=[O:24])[CH2:22][CH2:23][N:18]4[CH:17]=[CH:16][CH:15]=3)=[CH:10][CH:9]=2)=[CH:5][CH:4]=1)[CH3:2]. (2) Given the product [OH:24][C:17]1[C:18]2[C:23](=[CH:22][CH:21]=[CH:20][CH:19]=2)[C:14]([CH2:13][NH:12][C:1](=[O:8])[C:2]2[CH:7]=[CH:6][CH:5]=[CH:4][CH:3]=2)=[N:15][CH:16]=1, predict the reactants needed to synthesize it. The reactants are: [C:1](Cl)(=[O:8])[C:2]1[CH:7]=[CH:6][CH:5]=[CH:4][CH:3]=1.Cl.Cl.[NH2:12][CH2:13][C:14]1[C:23]2[C:18](=[CH:19][CH:20]=[CH:21][CH:22]=2)[C:17]([OH:24])=[CH:16][N:15]=1. (3) Given the product [CH3:17][C:18]1([CH2:24][C:25]([O:27][CH3:28])=[O:26])[CH2:23][CH2:22][N:21]([C:2]2[CH:7]=[CH:6][C:5]([N+:8]([O-:10])=[O:9])=[CH:4][N:3]=2)[CH2:20][CH2:19]1, predict the reactants needed to synthesize it. The reactants are: Cl[C:2]1[CH:7]=[CH:6][C:5]([N+:8]([O-:10])=[O:9])=[CH:4][N:3]=1.C(=O)([O-])[O-].[Na+].[Na+].[CH3:17][C:18]1([CH2:24][C:25]([O:27][CH3:28])=[O:26])[CH2:23][CH2:22][NH:21][CH2:20][CH2:19]1.C[C@@H](O)[C@H](NC(CNC([C@@H](NC([C@@H](NC([C@@H](N)CC1N=CNC=1)=O)CO)=O)CCC(N)=O)=O)=O)C(N[C@H](C(N[C@H](C(N[C@H](C(N[C@H](C(N[C@H](C(N[C@H](C(N[C@H](C(N[C@H](C(N[C@H](C(N[C@H](C(N[C@H](C(N[C@H](C(N[C@H](C(N[C@H](C(N[C@H](C(N[C@H](C(N[C@H](C(N[C@H](C(N[C@H](C(N[C@H](C(N[C@H](C(N[C@H](C(N[C@H](C(N[C@H](C(O)=O)[C@H](O)C)=O)CC(N)=O)=O)CCSC)=O)CC(C)C)=O)CC1C2C=CC=CC=2NC=1)=O)CCC(N)=O)=O)C(C)C)=O)CC1C=CC=CC=1)=O)CC(O)=O)=O)CCC(N)=O)=O)C)=O)CCCN=C(N)N)=O)CCCN=C(N)N)=O)CO)=O)CC(O)=O)=O)CC(C)C)=O)CC1C=CC(O)=CC=1)=O)CCCCN)=O)CO)=O)CC1C=CC(O)=CC=1)=O)CC(O)=O)=O)CO)=O)[C@H](O)C)=O)CC1C=CC=CC=1)=O. (4) Given the product [Cl:23][C:18]1[CH:19]=[CH:20][CH:21]=[CH:22][C:17]=1[C:11]1([OH:16])[CH2:10][CH:9]2[NH:8][CH:13]([CH2:14][CH2:15]2)[CH2:12]1, predict the reactants needed to synthesize it. The reactants are: C([N:8]1[CH:13]2[CH2:14][CH2:15][CH:9]1[CH2:10][C:11]([C:17]1[CH:22]=[CH:21][CH:20]=[CH:19][C:18]=1[Cl:23])([OH:16])[CH2:12]2)C1C=CC=CC=1.ClC(OC(Cl)=O)C. (5) Given the product [C:15]([NH:19][C:2]1[N:7]=[C:6]([Cl:8])[CH:5]=[C:4]([C:9]2[CH:14]=[CH:13][CH:12]=[CH:11][CH:10]=2)[N:3]=1)([CH3:18])([CH3:17])[CH3:16], predict the reactants needed to synthesize it. The reactants are: Cl[C:2]1[N:7]=[C:6]([Cl:8])[CH:5]=[C:4]([C:9]2[CH:14]=[CH:13][CH:12]=[CH:11][CH:10]=2)[N:3]=1.[C:15]([NH2:19])([CH3:18])([CH3:17])[CH3:16]. (6) Given the product [ClH:12].[Br:1][C:2]1[CH:3]=[C:4]([C:8]([NH2:11])([CH3:9])[CH3:10])[CH:5]=[CH:6][CH:7]=1, predict the reactants needed to synthesize it. The reactants are: [Br:1][C:2]1[CH:3]=[C:4]([C:8]([NH2:11])([CH3:10])[CH3:9])[CH:5]=[CH:6][CH:7]=1.[ClH:12]. (7) Given the product [CH:29]([C:7]1[CH:8]=[CH:9][N:10]=[C:11]2[C:16]=1[N:15]=[C:14]([O:17][CH3:18])[CH:13]=[CH:12]2)=[CH2:30], predict the reactants needed to synthesize it. The reactants are: FC(F)(F)S(O[C:7]1[C:16]2[C:11](=[CH:12][CH:13]=[C:14]([O:17][CH3:18])[N:15]=2)[N:10]=[CH:9][CH:8]=1)(=O)=O.C([O-])([O-])=O.[K+].[K+].CO[CH2:29][CH2:30]OC. (8) The reactants are: [NH2:1][C:2]1[CH:3]=[C:4]([OH:11])[C:5](=[CH:9][CH:10]=1)[C:6]([OH:8])=[O:7].[Br:12][C:13]1[CH:14]=[C:15]([S:19](Cl)(=[O:21])=[O:20])[CH:16]=[CH:17][CH:18]=1. Given the product [Br:12][C:13]1[CH:14]=[C:15]([S:19]([NH:1][C:2]2[CH:10]=[CH:9][C:5]([C:6]([OH:8])=[O:7])=[C:4]([OH:11])[CH:3]=2)(=[O:21])=[O:20])[CH:16]=[CH:17][CH:18]=1, predict the reactants needed to synthesize it. (9) Given the product [CH2:17]([O:6][C:4]([C:3]1[S:15][C:8]([C:9]2[CH:14]=[CH:13][CH:12]=[CH:11][CH:10]=2)=[N:16][CH:1]=1)=[O:5])[CH3:18], predict the reactants needed to synthesize it. The reactants are: [CH:1]([CH:3](Cl)[C:4]([O-:6])=[O:5])=O.[C:8]([NH2:16])(=[S:15])[C:9]1[CH:14]=[CH:13][CH:12]=[CH:11][CH:10]=1.[CH3:17][CH2:18]O. (10) Given the product [F:18][C:19]([F:36])([F:37])[C:20]1[CH:35]=[CH:34][C:23]([CH2:24][O:25][C:26]2[CH:27]=[C:28]([CH:29]=[CH:30][CH:31]=2)[CH2:32][S:16][C:13]2[CH:14]=[CH:15][C:6]([O:5][CH2:4][C:3]([OH:2])=[O:17])=[C:7]3[C:12]=2[O:11][CH2:10][CH2:9][CH2:8]3)=[CH:22][CH:21]=1, predict the reactants needed to synthesize it. The reactants are: C[O:2][C:3](=[O:17])[CH2:4][O:5][C:6]1[CH:15]=[CH:14][C:13]([SH:16])=[C:12]2[C:7]=1[CH2:8][CH2:9][CH2:10][O:11]2.[F:18][C:19]([F:37])([F:36])[C:20]1[CH:35]=[CH:34][C:23]([CH2:24][O:25][C:26]2[CH:31]=[CH:30][CH:29]=[C:28]([CH2:32]Cl)[CH:27]=2)=[CH:22][CH:21]=1.